From a dataset of Catalyst prediction with 721,799 reactions and 888 catalyst types from USPTO. Predict which catalyst facilitates the given reaction. (1) Reactant: [Br:1][C:2]1[CH:3]=[C:4]([N+:10]([O-])=O)[C:5]([C:8]#[N:9])=[N:6][CH:7]=1. Product: [NH2:10][C:4]1[C:5]([C:8]#[N:9])=[N:6][CH:7]=[C:2]([Br:1])[CH:3]=1. The catalyst class is: 180. (2) Reactant: CC([O-])(C)C.[K+].[C:7]([CH2:9][C:10]([NH2:12])=[O:11])#[N:8].[CH3:13][CH:14]([CH2:20][CH3:21])/[CH:15]=[CH:16]/[C:17](=O)[CH3:18].O=O.Cl. The catalyst class is: 58. Product: [CH:14]([C:15]1[CH:16]=[C:17]([CH3:18])[NH:12][C:10](=[O:11])[C:9]=1[C:7]#[N:8])([CH2:20][CH3:21])[CH3:13]. (3) Reactant: [CH3:1][C:2]([C@@H:4]1[C@@:8]2([CH3:26])[CH2:9][CH2:10][C@@H:11]3[C@@:16]4([CH3:25])[CH2:17][CH2:18][C@H:19]([O:21][C:22]([CH3:24])=[O:23])[CH2:20][C:15]4=[CH:14][CH2:13][C@H:12]3[C@@H:7]2[CH2:6][CH2:5]1)=[O:3]. Product: [C:22]([O:21][C@H:19]1[CH2:18][CH2:17][C@@:16]2([CH3:25])[C@@H:15]([CH2:14][CH2:13][C@@H:12]3[C@@H:11]2[CH2:10][CH2:9][C@@:8]2([CH3:26])[C@H:7]3[CH2:6][CH2:5][C@@H:4]2[C:2](=[O:3])[CH3:1])[CH2:20]1)(=[O:23])[CH3:24]. The catalyst class is: 78. (4) Reactant: C(O[C:6](=O)[N:7]([CH2:9][CH2:10][NH:11][C:12]([NH:14][C:15]1[CH:20]=[CH:19][C:18]([C:21]2[CH:22]=[C:23]3[C:29]([C:30]4[CH:35]=[CH:34][CH:33]=[CH:32][C:31]=4[O:36][CH3:37])=[CH:28][NH:27][C:24]3=[N:25][CH:26]=2)=[CH:17][C:16]=1[C:38](=[O:42])[N:39]([CH3:41])[CH3:40])=[O:13])C)(C)(C)C. Product: [CH3:37][O:36][C:31]1[CH:32]=[CH:33][CH:34]=[CH:35][C:30]=1[C:29]1[C:23]2[C:24](=[N:25][CH:26]=[C:21]([C:18]3[CH:19]=[CH:20][C:15]([NH:14][C:12]([NH:11][CH2:10][CH2:9][NH:7][CH3:6])=[O:13])=[C:16]([CH:17]=3)[C:38]([N:39]([CH3:41])[CH3:40])=[O:42])[CH:22]=2)[NH:27][CH:28]=1. The catalyst class is: 330. (5) Reactant: [NH2:1][C@H:2]1[C:11]2[C:6](=[CH:7][CH:8]=[C:9]([F:12])[CH:10]=2)[N:5]([C:13](=[O:15])[CH3:14])[C@@H:4]([CH3:16])[C@@H:3]1[CH3:17].Cl[C:19]1[N:24]=[C:23]([CH3:25])[CH:22]=[CH:21][N:20]=1.CCN(C(C)C)C(C)C. Product: [F:12][C:9]1[CH:10]=[C:11]2[C:6](=[CH:7][CH:8]=1)[N:5]([C:13](=[O:15])[CH3:14])[C@@H:4]([CH3:16])[C@H:3]([CH3:17])[C@H:2]2[NH:1][C:19]1[N:24]=[C:23]([CH3:25])[CH:22]=[CH:21][N:20]=1. The catalyst class is: 37.